Dataset: Catalyst prediction with 721,799 reactions and 888 catalyst types from USPTO. Task: Predict which catalyst facilitates the given reaction. (1) Reactant: [CH3:1][CH2:2][O:3][C:4]([CH:6](P(OCC)(OCC)=O)[F:7])=[O:5].C([Li])CCC.[CH2:21]([O:23][C:24]1[C:25]([C:36](=O)[CH3:37])=[CH:26][C:27]2[CH:28]=[CH:29][CH2:30][C:31]([CH3:35])([CH3:34])[C:32]=2[CH:33]=1)[CH3:22]. Product: [CH2:21]([O:23][C:24]1[C:25](/[C:36](/[CH3:37])=[C:6](/[F:7])\[C:4]([O:3][CH2:2][CH3:1])=[O:5])=[CH:26][C:27]2[CH:28]=[CH:29][CH2:30][C:31]([CH3:35])([CH3:34])[C:32]=2[CH:33]=1)[CH3:22]. The catalyst class is: 1. (2) Reactant: [F:1][C:2]([F:19])([F:18])[CH:3]([OH:17])[CH2:4][C:5]1([CH3:16])[C:14]2[C:9](=[CH:10][CH:11]=[C:12]([F:15])[CH:13]=2)[O:8][CH2:7][CH2:6]1.CC(OI1(OC(C)=O)(OC(C)=O)OC(=O)C2C=CC=CC1=2)=O. Product: [F:19][C:2]([F:1])([F:18])[C:3](=[O:17])[CH2:4][C:5]1([CH3:16])[C:14]2[C:9](=[CH:10][CH:11]=[C:12]([F:15])[CH:13]=2)[O:8][CH2:7][CH2:6]1. The catalyst class is: 4. (3) Reactant: C(=O)([O-])[O-].[K+].[K+].Cl[C:8]1[C:15]([F:16])=[CH:14][C:11]([C:12]#[N:13])=[C:10]([NH:17][C:18]2[CH:19]=[C:20]3[C:25](=[CH:26][CH:27]=2)[N:24]=[CH:23][CH:22]=[CH:21]3)[N:9]=1.[NH2:28][C@H:29]([CH2:42][CH3:43])[CH2:30][N:31]1[C:39](=[O:40])[C:38]2[C:33](=[CH:34][CH:35]=[CH:36][CH:37]=2)[C:32]1=[O:41].C(=O)([O-])O.[Na+]. Product: [O:41]=[C:32]1[C:33]2[C:38](=[CH:37][CH:36]=[CH:35][CH:34]=2)[C:39](=[O:40])[N:31]1[CH2:30][C@H:29]([NH:28][C:8]1[C:15]([F:16])=[CH:14][C:11]([C:12]#[N:13])=[C:10]([NH:17][C:18]2[CH:19]=[C:20]3[C:25](=[CH:26][CH:27]=2)[N:24]=[CH:23][CH:22]=[CH:21]3)[N:9]=1)[CH2:42][CH3:43]. The catalyst class is: 12. (4) Reactant: C[O:2][CH:3](Cl)Cl.[Sn](Cl)(Cl)(Cl)Cl.[F:11][C:12]1[C:21]2[C:16](=[CH:17][CH:18]=[CH:19][CH:20]=2)[CH:15]=[CH:14][CH:13]=1. Product: [F:11][C:12]1[C:21]2[C:16](=[CH:17][CH:18]=[CH:19][CH:20]=2)[C:15]([CH:3]=[O:2])=[CH:14][CH:13]=1. The catalyst class is: 4. (5) Reactant: [CH3:1][N:2]1[C:6]2=[N:7][C:8]([CH2:12][CH2:13][CH2:14][CH2:15][CH2:16][CH2:17][CH2:18][CH2:19][CH2:20][CH2:21][CH2:22][CH2:23][CH2:24][CH2:25][CH2:26][CH3:27])=[CH:9][C:10]([CH3:11])=[C:5]2[CH2:4][CH2:3]1.[Br:28]N1C(C)(C)C(=O)N(Br)C1=O. Product: [Br:28][C:9]1[C:10]([CH3:11])=[C:5]2[CH2:4][CH2:3][N:2]([CH3:1])[C:6]2=[N:7][C:8]=1[CH2:12][CH2:13][CH2:14][CH2:15][CH2:16][CH2:17][CH2:18][CH2:19][CH2:20][CH2:21][CH2:22][CH2:23][CH2:24][CH2:25][CH2:26][CH3:27]. The catalyst class is: 22. (6) Reactant: CO.C([O:6][CH:7]1[C:8]([CH3:41])([OH:40])[CH2:9][CH2:10][CH:11]([OH:39])[CH2:12][C:13]([O:15][CH:16](/[C:21](/[CH3:38])=[CH:22]/[CH:23]=[CH:24]/[C:25]([CH3:37])([OH:36])[CH2:26][CH:27]2[O:35][CH:28]2[CH:29]([CH3:34])[CH:30]([OH:33])[CH2:31][CH3:32])[CH:17]([CH3:20])[CH:18]=[CH:19]1)=[O:14])(=O)C.C(=O)([O-])[O-].[K+].[K+]. Product: [OH:39][CH:11]1[CH2:10][CH2:9][C:8]([OH:40])([CH3:41])[CH:7]([OH:6])[CH:19]=[CH:18][CH:17]([CH3:20])[CH:16](/[C:21](/[CH3:38])=[CH:22]/[CH:23]=[CH:24]/[C:25]([OH:36])([CH3:37])[CH2:26][CH:27]2[O:35][CH:28]2[CH:29]([CH3:34])[CH:30]([OH:33])[CH2:31][CH3:32])[O:15][C:13](=[O:14])[CH2:12]1. The catalyst class is: 13.